Dataset: Peptide-MHC class I binding affinity with 185,985 pairs from IEDB/IMGT. Task: Regression. Given a peptide amino acid sequence and an MHC pseudo amino acid sequence, predict their binding affinity value. This is MHC class I binding data. (1) The peptide sequence is SPTPGPSNA. The MHC is HLA-A23:01 with pseudo-sequence HLA-A23:01. The binding affinity (normalized) is 0.213. (2) The peptide sequence is LSRLRYNLCK. The MHC is HLA-A68:01 with pseudo-sequence HLA-A68:01. The binding affinity (normalized) is 0.246. (3) The peptide sequence is DMFAIMPHL. The MHC is H-2-Db with pseudo-sequence H-2-Db. The binding affinity (normalized) is 0.106. (4) The peptide sequence is TPYAGEPAPF. The MHC is HLA-B07:02 with pseudo-sequence HLA-B07:02. The binding affinity (normalized) is 0.683.